This data is from Forward reaction prediction with 1.9M reactions from USPTO patents (1976-2016). The task is: Predict the product of the given reaction. (1) The product is: [Cl:14][C:11]1[CH:12]=[CH:13][C:8]([CH2:7][N:5]2[CH:6]=[C:2]([C:24]3[CH:29]=[CH:28][CH:27]=[CH:26][CH:25]=3)[CH:3]=[C:4]2[C:15]([O:17][CH3:18])=[O:16])=[CH:9][CH:10]=1. Given the reactants Br[C:2]1[CH:3]=[C:4]([C:15]([O:17][CH3:18])=[O:16])[N:5]([CH2:7][C:8]2[CH:13]=[CH:12][C:11]([Cl:14])=[CH:10][CH:9]=2)[CH:6]=1.CN(C=O)C.[C:24]1(OB(O)O)[CH:29]=[CH:28][CH:27]=[CH:26][CH:25]=1.C(=O)([O-])[O-].[Na+].[Na+], predict the reaction product. (2) Given the reactants Cl.[C:2]([O:6][C:7](=[O:15])[NH:8][CH:9]1[CH2:14][CH2:13][CH2:12][NH:11][CH2:10]1)([CH3:5])([CH3:4])[CH3:3].I[CH2:17][C:18]([O:20][CH2:21][CH3:22])=[O:19].C([O-])([O-])=O.[K+].[K+], predict the reaction product. The product is: [CH2:21]([O:20][C:18](=[O:19])[CH2:17][N:11]1[CH2:12][CH2:13][CH2:14][CH:9]([NH:8][C:7]([O:6][C:2]([CH3:5])([CH3:3])[CH3:4])=[O:15])[CH2:10]1)[CH3:22]. (3) Given the reactants [OH:1][C:2]1[CH2:7][CH:6]([C:8]2[S:9][CH:10]=[CH:11][C:12]=2[C:13]2[CH:18]=[CH:17][CH:16]=[C:15]([O:19][CH3:20])[N:14]=2)[CH2:5][C:4](=[O:21])[CH:3]=1.[C:22](OC(=O)C)(=[O:24])[CH3:23].CCN(CC)CC, predict the reaction product. The product is: [C:22]([C:3]1[C:2](=[O:1])[CH2:7][CH:6]([C:8]2[S:9][CH:10]=[CH:11][C:12]=2[C:13]2[CH:18]=[CH:17][CH:16]=[C:15]([O:19][CH3:20])[N:14]=2)[CH2:5][C:4]=1[OH:21])(=[O:24])[CH3:23]. (4) Given the reactants C(OC(=O)[NH:7][CH:8]([C:14]1[CH:19]=[CH:18][C:17]([O:20][C:21]2[CH:26]=[CH:25][C:24]([CH2:27][CH2:28][C:29](=[O:31])[NH2:30])=[CH:23][CH:22]=2)=[CH:16][CH:15]=1)[C:9](=[O:13])[N:10]([CH3:12])[CH3:11])(C)(C)C.C(Cl)[Cl:34], predict the reaction product. The product is: [ClH:34].[NH2:7][CH:8]([C:9](=[O:13])[N:10]([CH3:11])[CH3:12])[C:14]1[CH:19]=[CH:18][C:17]([O:20][C:21]2[CH:22]=[CH:23][C:24]([CH2:27][CH2:28][C:29]([NH2:30])=[O:31])=[CH:25][CH:26]=2)=[CH:16][CH:15]=1. (5) Given the reactants C1N(CCCS(O)(=O)=O)CCOC1.C([O-])(=O)C.[Na+].C1N(CCS(O)(=O)=O)CCN(CCS(O)(=O)=O)C1.C1N(CCCS(O)(=O)=O)CCN(CCO)C1.C([O-])(=O)C.[O:57]=[CH:58][C@@H:59]([C@H:61]([C@@H:63]([C@@H:65]([CH2:67][OH:68])[OH:66])[OH:64])[OH:62])[OH:60], predict the reaction product. The product is: [OH:57][CH2:58][C:59]([C@H:61]([C@@H:63]([C@@H:65]([CH2:67][OH:68])[OH:66])[OH:64])[OH:62])=[O:60]. (6) Given the reactants Cl[C:2]1[CH:12]=[C:6]2[N:7]([CH3:11])[CH2:8][CH2:9][CH2:10][N:5]2[C:4](=[O:13])[N:3]=1.[F:14][C:15]1[CH:16]=[C:17]([CH:28]=[CH:29][C:30]=1[F:31])[O:18][C:19]1[CH:24]=[CH:23][C:22]([CH2:25][OH:26])=[CH:21][C:20]=1[F:27], predict the reaction product. The product is: [F:14][C:15]1[CH:16]=[C:17]([CH:28]=[CH:29][C:30]=1[F:31])[O:18][C:19]1[CH:24]=[CH:23][C:22]([CH2:25][O:26][C:2]2[CH:12]=[C:6]3[N:7]([CH3:11])[CH2:8][CH2:9][CH2:10][N:5]3[C:4](=[O:13])[N:3]=2)=[CH:21][C:20]=1[F:27]. (7) Given the reactants [NH2:1][C:2]1[CH:3]=[CH:4][CH:5]=[C:6]2[C:11]=1[CH:10]=[C:9]([OH:12])[CH:8]=[CH:7]2.[CH2:13](Br)[C:14]1[CH:19]=[CH:18][CH:17]=[CH:16][CH:15]=1.O, predict the reaction product. The product is: [CH2:13]([O:12][C:9]1[CH:10]=[C:11]2[C:6]([CH:5]=[CH:4][CH:3]=[C:2]2[NH2:1])=[CH:7][CH:8]=1)[C:14]1[CH:19]=[CH:18][CH:17]=[CH:16][CH:15]=1. (8) Given the reactants [C:1]([O:5][C:6]([NH:8][C:9]1[CH:10]=[C:11]2[N:17]([C:18](=[O:30])[C:19]3[C:24]([C:25]([F:28])([F:27])[F:26])=[CH:23][CH:22]=[CH:21][C:20]=3[Cl:29])[N:16]=[C:15]([C:31]3[CH:40]=[CH:39][C:34]([C:35]([O:37][CH3:38])=[O:36])=[CH:33][C:32]=3[F:41])[C:12]2=[N:13][CH:14]=1)=[O:7])([CH3:4])([CH3:3])[CH3:2].[H-].[Na+].[CH3:44]I, predict the reaction product. The product is: [C:1]([O:5][C:6]([N:8]([CH3:44])[C:9]1[CH:10]=[C:11]2[N:17]([C:18](=[O:30])[C:19]3[C:24]([C:25]([F:26])([F:27])[F:28])=[CH:23][CH:22]=[CH:21][C:20]=3[Cl:29])[N:16]=[C:15]([C:31]3[CH:40]=[CH:39][C:34]([C:35]([O:37][CH3:38])=[O:36])=[CH:33][C:32]=3[F:41])[C:12]2=[N:13][CH:14]=1)=[O:7])([CH3:4])([CH3:2])[CH3:3].